Dataset: Forward reaction prediction with 1.9M reactions from USPTO patents (1976-2016). Task: Predict the product of the given reaction. (1) Given the reactants [CH:1]([O:4][C:5]([N:7]1[CH2:13][CH2:12][CH2:11][CH:10]([N:14]([C:30](=[O:32])[CH3:31])[CH2:15][C:16]2[CH:21]=[C:20]([C:22]([F:25])([F:24])[F:23])[CH:19]=[C:18]([C:26]([F:29])([F:28])[F:27])[CH:17]=2)[C:9]2[CH:33]=[CH:34][C:35](Br)=[CH:36][C:8]1=2)=[O:6])([CH3:3])[CH3:2].[CH3:38]B1OB(C)OB(C)O1.C(=O)([O-])[O-].[K+].[K+], predict the reaction product. The product is: [C:30]([N:14]([CH2:15][C:16]1[CH:21]=[C:20]([C:22]([F:25])([F:24])[F:23])[CH:19]=[C:18]([C:26]([F:29])([F:28])[F:27])[CH:17]=1)[CH:10]1[CH2:11][CH2:12][CH2:13][N:7]([C:5]([O:4][CH:1]([CH3:3])[CH3:2])=[O:6])[C:8]2[CH:36]=[C:35]([CH3:38])[CH:34]=[CH:33][C:9]1=2)(=[O:32])[CH3:31]. (2) Given the reactants [Cl:1][C:2]1[CH:7]=[CH:6][C:5]([C:8]2(O)[C:16]3[C:11](=[CH:12][CH:13]=[CH:14][CH:15]=3)[C:10](=[O:17])[N:9]2[CH2:18][CH2:19][CH3:20])=[CH:4][CH:3]=1.S(Cl)([Cl:24])=O, predict the reaction product. The product is: [Cl:24][C:8]1([C:5]2[CH:6]=[CH:7][C:2]([Cl:1])=[CH:3][CH:4]=2)[C:16]2[C:11](=[CH:12][CH:13]=[CH:14][CH:15]=2)[C:10](=[O:17])[N:9]1[CH2:18][CH2:19][CH3:20]. (3) Given the reactants C(OC([N:8]1[CH2:17][CH2:16][C:15]2[C:10](=[C:11]([O:18][CH2:19][C:20](=[O:34])[N:21]([CH2:27][C:28]3[CH:33]=[CH:32][CH:31]=[CH:30][CH:29]=3)[CH2:22][CH2:23][N:24]([CH3:26])[CH3:25])[CH:12]=[CH:13][CH:14]=2)[CH2:9]1)=O)(C)(C)C.[ClH:35], predict the reaction product. The product is: [ClH:35].[ClH:35].[CH2:27]([N:21]([CH2:22][CH2:23][N:24]([CH3:26])[CH3:25])[C:20](=[O:34])[CH2:19][O:18][C:11]1[CH:12]=[CH:13][CH:14]=[C:15]2[C:10]=1[CH2:9][NH:8][CH2:17][CH2:16]2)[C:28]1[CH:29]=[CH:30][CH:31]=[CH:32][CH:33]=1. (4) Given the reactants [CH2:1]([O:8][C:9](=[O:30])[NH:10][C@@H:11]([CH3:29])[CH2:12][N:13]1[C:21]2[C:16](=[CH:17][CH:18]=[C:19]([O:24][CH2:25][C@@H:26]3C[O:27]3)[C:20]=2C=O)[CH:15]=[N:14]1)[C:2]1[CH:7]=[CH:6][CH:5]=[CH:4][CH:3]=1.ClC1C=CC=C([C:38](OO)=[O:39])C=1.CC(C)=O.ClCCl, predict the reaction product. The product is: [CH2:1]([O:8][C:9](=[O:30])[NH:10][C@@H:11]([CH3:29])[CH2:12][N:13]1[C:21]2[C:16](=[CH:17][CH:18]=[C:19]3[O:24][CH2:25][C@@H:26]([CH2:38][OH:39])[O:27][C:20]3=2)[CH:15]=[N:14]1)[C:2]1[CH:7]=[CH:6][CH:5]=[CH:4][CH:3]=1. (5) Given the reactants Cl[C:2]1[C:3]2[S:10][C:9]([I:11])=[CH:8][C:4]=2[N:5]=[CH:6][N:7]=1.[CH2:12]([N:19]1[CH2:24][CH2:23][NH:22][CH2:21][CH2:20]1)[C:13]1[CH:18]=[CH:17][CH:16]=[CH:15][CH:14]=1, predict the reaction product. The product is: [CH2:12]([N:19]1[CH2:24][CH2:23][N:22]([C:6]2[N:7]=[CH:2][C:3]3[S:10][C:9]([I:11])=[CH:8][C:4]=3[N:5]=2)[CH2:21][CH2:20]1)[C:13]1[CH:14]=[CH:15][CH:16]=[CH:17][CH:18]=1. (6) The product is: [CH:1]1([C:4]2[CH:5]=[N:6][C:7]([NH:14][C:15]3[CH:16]=[C:17]4[C:21](=[CH:22][CH:23]=3)[NH:20][CH:19]=[C:18]4[C:25]3[CH:30]=[CH:29][CH:28]=[CH:27][CH:26]=3)=[C:8]([CH:13]=2)[C:9]([O:11][CH3:12])=[O:10])[CH2:3][CH2:2]1. Given the reactants [CH:1]1([C:4]2[CH:5]=[N:6][C:7]([NH:14][C:15]3[CH:16]=[C:17]4[C:21](=[CH:22][CH:23]=3)[NH:20][CH:19]=[C:18]4I)=[C:8]([CH:13]=2)[C:9]([O:11][CH3:12])=[O:10])[CH2:3][CH2:2]1.[C:25]1(B(O)O)[CH:30]=[CH:29][CH:28]=[CH:27][CH:26]=1.C(=O)([O-])[O-].[K+].[K+].C1(C)C=CC=CC=1, predict the reaction product. (7) Given the reactants [Br:1][C:2]1[CH:11]=[CH:10][C:5]([C:6](=[NH:9])[NH:7][OH:8])=[CH:4][CH:3]=1.ONC(C1C2C=CNC=2C=CC=1)=N.[CH2:25]([O:27][C:28]1[CH:29]=[C:30]([CH:34]=[CH:35][C:36]=1[O:37][CH2:38][CH3:39])[C:31](O)=O)[CH3:26].C(OC1C=C(C=CC=1OCCC)C(O)=O)CC, predict the reaction product. The product is: [Br:1][C:2]1[CH:11]=[CH:10][C:5]([C:6]2[N:9]=[C:31]([C:30]3[CH:34]=[CH:35][C:36]([O:37][CH2:38][CH3:39])=[C:28]([O:27][CH2:25][CH3:26])[CH:29]=3)[O:8][N:7]=2)=[CH:4][CH:3]=1.